This data is from Full USPTO retrosynthesis dataset with 1.9M reactions from patents (1976-2016). The task is: Predict the reactants needed to synthesize the given product. (1) Given the product [NH:2]1[C:6]2([CH2:11][CH2:10][CH2:9][CH2:8][CH2:7]2)[CH2:5][CH2:4][O:3][S:1]1(=[O:12])=[O:13], predict the reactants needed to synthesize it. The reactants are: [S:1](=[O:13])(=[O:12])([O:3][CH2:4][CH2:5][CH:6]1[CH2:11][CH2:10][CH2:9][CH2:8][CH2:7]1)[NH2:2]. (2) Given the product [CH3:37][C:23]1[C:18]([C:16]([NH:15][C:11]2[CH:12]=[CH:13][CH:14]=[C:9]([O:8][C:5]3[CH:6]=[N:7][C:2]([NH:1][S:31]([C:28]4[CH:29]=[CH:30][C:25]([CH3:35])=[CH:26][CH:27]=4)(=[O:33])=[O:32])=[CH:3][CH:4]=3)[CH:10]=2)=[O:17])=[N:19][CH:20]=[CH:21][CH:22]=1, predict the reactants needed to synthesize it. The reactants are: [NH2:1][C:2]1[N:7]=[CH:6][C:5]([O:8][C:9]2[CH:10]=[C:11]([NH:15][C:16]([C:18]3[CH:23]=[CH:22][CH:21]=[C:20](C)[N:19]=3)=[O:17])[CH:12]=[CH:13][CH:14]=2)=[CH:4][CH:3]=1.[C:25]1([CH3:35])[CH:30]=[CH:29][C:28]([S:31](Cl)(=[O:33])=[O:32])=[CH:27][CH:26]=1.N1C=CC=C[CH:37]=1. (3) Given the product [C:26]([CH:25]([NH:30][C:13](=[O:15])[C@H:12]([N:9]1[C:8](=[O:19])[C:7]2=[CH:20][NH:21][C:5]3[C:6]2=[C:11]([C:2]([F:1])=[CH:3][N:4]=3)[CH2:10]1)[CH:16]([CH3:18])[CH3:17])[CH3:24])#[N:28], predict the reactants needed to synthesize it. The reactants are: [F:1][C:2]1[C:11]2[CH2:10][N:9]([C@H:12]([CH:16]([CH3:18])[CH3:17])[C:13]([OH:15])=O)[C:8](=[O:19])[C:7]3=[CH:20][NH:21][C:5]([C:6]=23)=[N:4][CH:3]=1.C1C=[C:26]2[N:28]=N[N:30](O)[C:25]2=[CH:24]C=1.O.CCN=C=NCCCN(C)C.Cl.Cl.NC(C)C#N.CN1CCOCC1.